From a dataset of Catalyst prediction with 721,799 reactions and 888 catalyst types from USPTO. Predict which catalyst facilitates the given reaction. (1) Reactant: [CH3:1][C:2]1[N:7]=[C:6]([NH2:8])[CH:5]=[CH:4][N:3]=1.C[Al](C)C.[F:13][C:14]1[CH:19]=[CH:18][C:17]([N:20]2[C:24]([CH3:25])=[C:23]([C:26](OCC)=[O:27])[N:22]=[N:21]2)=[CH:16][CH:15]=1. Product: [F:13][C:14]1[CH:15]=[CH:16][C:17]([N:20]2[C:24]([CH3:25])=[C:23]([C:26]([NH:8][C:6]3[CH:5]=[CH:4][N:3]=[C:2]([CH3:1])[N:7]=3)=[O:27])[N:22]=[N:21]2)=[CH:18][CH:19]=1. The catalyst class is: 12. (2) Reactant: [CH2:1]([OH:7])[CH2:2][CH2:3][CH2:4][CH2:5][OH:6].[OH-].[Na+].[CH2:10]([C:12]1([CH2:16]OS(C)(=O)=O)[CH2:15][O:14][CH2:13]1)[CH3:11]. Product: [CH2:10]([C:12]1([CH2:16][O:6][CH2:5][CH2:4][CH2:3][CH2:2][CH2:1][OH:7])[CH2:15][O:14][CH2:13]1)[CH3:11]. The catalyst class is: 689.